Task: Predict which catalyst facilitates the given reaction.. Dataset: Catalyst prediction with 721,799 reactions and 888 catalyst types from USPTO Reactant: Cl.[NH2:2][C@@H:3]([CH2:8][C:9]1[CH:14]=[CH:13][C:12]([NH:15][C:16](=[O:25])[C:17]2[C:22]([Cl:23])=[CH:21][CH:20]=[CH:19][C:18]=2[Cl:24])=[CH:11][CH:10]=1)[C:4]([O:6][CH3:7])=[O:5].[CH3:26][CH:27]1[CH2:32][CH2:31][CH2:30][CH:29]([CH3:33])[N:28]1[S:34](Cl)(=[O:36])=[O:35].C(N(CC)CC)C. Product: [Cl:23][C:22]1[CH:21]=[CH:20][CH:19]=[C:18]([Cl:24])[C:17]=1[C:16]([NH:15][C:12]1[CH:11]=[CH:10][C:9]([CH2:8][C@H:3]([NH:2][S:34]([N:28]2[CH:29]([CH3:33])[CH2:30][CH2:31][CH2:32][CH:27]2[CH3:26])(=[O:35])=[O:36])[C:4]([O:6][CH3:7])=[O:5])=[CH:14][CH:13]=1)=[O:25]. The catalyst class is: 7.